This data is from Full USPTO retrosynthesis dataset with 1.9M reactions from patents (1976-2016). The task is: Predict the reactants needed to synthesize the given product. Given the product [F:1][C:2]1[CH:3]=[CH:4][C:5]([C:6]([NH:8][CH2:9][C:10]2([C:36]([F:37])([F:38])[F:39])[C:15]3[CH:16]=[C:17]([N:20]4[CH2:24][CH2:23][CH2:22][C:21]4=[O:25])[CH:18]=[CH:19][C:14]=3[NH:13][C:12](=[O:35])[O:11]2)=[O:7])=[CH:40][CH:41]=1, predict the reactants needed to synthesize it. The reactants are: [F:1][C:2]1[CH:41]=[CH:40][C:5]([C:6]([NH:8][CH2:9][C:10]2([C:36]([F:39])([F:38])[F:37])[C:15]3[CH:16]=[C:17]([N:20]4[CH2:24][CH2:23][CH2:22][C:21]4=[O:25])[CH:18]=[CH:19][C:14]=3[N:13](CC3C=CC(OC)=CC=3)[C:12](=[O:35])[O:11]2)=[O:7])=[CH:4][CH:3]=1.[Cl-].[Cl-].[Cl-].[Al+3].O.